Dataset: Reaction yield outcomes from USPTO patents with 853,638 reactions. Task: Predict the reaction yield, written as a fraction of the theoretical maximum amount of product (1.0 means a 100% yield; for example, 0.34 means a 34% yield). The reactants are [CH:1]1([CH2:4][NH:5][C:6]([C:8]2[C:16]3[C:11](=[CH:12][C:13]([O:17]C)=[CH:14][CH:15]=3)[N:10]([CH3:19])[C:9]=2[CH3:20])=[O:7])[CH2:3][CH2:2]1.B(Br)(Br)Br.C(Cl)Cl. No catalyst specified. The product is [CH:1]1([CH2:4][NH:5][C:6]([C:8]2[C:16]3[C:11](=[CH:12][C:13]([OH:17])=[CH:14][CH:15]=3)[N:10]([CH3:19])[C:9]=2[CH3:20])=[O:7])[CH2:3][CH2:2]1. The yield is 0.770.